Dataset: Forward reaction prediction with 1.9M reactions from USPTO patents (1976-2016). Task: Predict the product of the given reaction. (1) Given the reactants [OH:1][CH2:2][CH2:3][CH2:4][N:5]1[CH2:10][CH2:9][N:8]([C:11]([O:13][C:14]([CH3:17])([CH3:16])[CH3:15])=[O:12])[CH2:7][CH2:6]1.[H-].[Na+].[Cl:20][C:21]1[CH:26]=[C:25](F)[C:24]([CH3:28])=[CH:23][C:22]=1[N+:29]([O-:31])=[O:30].O, predict the reaction product. The product is: [Cl:20][C:21]1[C:22]([N+:29]([O-:31])=[O:30])=[CH:23][C:24]([CH3:28])=[C:25]([CH:26]=1)[O:1][CH2:2][CH2:3][CH2:4][N:5]1[CH2:10][CH2:9][N:8]([C:11]([O:13][C:14]([CH3:17])([CH3:16])[CH3:15])=[O:12])[CH2:7][CH2:6]1. (2) Given the reactants [CH2:1]([S:9][C:10]1[CH:19]=[CH:18][C:13]([C:14](OC)=[O:15])=[CH:12][C:11]=1[C:20]([F:23])([F:22])[F:21])[CH2:2][CH2:3][CH2:4][CH2:5][CH2:6][CH2:7][CH3:8].O.[NH2:25][NH2:26], predict the reaction product. The product is: [CH2:1]([S:9][C:10]1[CH:19]=[CH:18][C:13]([C:14]([NH:25][NH2:26])=[O:15])=[CH:12][C:11]=1[C:20]([F:23])([F:22])[F:21])[CH2:2][CH2:3][CH2:4][CH2:5][CH2:6][CH2:7][CH3:8]. (3) Given the reactants Cl.[CH2:2]([O:4][C:5](=[O:12])[CH2:6][NH:7][C:8](=[O:11])[CH2:9][NH2:10])[CH3:3].C(N(CC)CC)C.O.O.[C:22]([O:26][C:27]([NH:29][C@H:30]([C:38](O)=[O:39])[CH2:31][CH:32]1[CH2:37][CH2:36][CH2:35][CH2:34][CH2:33]1)=[O:28])([CH3:25])([CH3:24])[CH3:23].O.ON1C2C=CC=CC=2N=N1.Cl.CN(CCCCN=C=NCC)C, predict the reaction product. The product is: [CH2:2]([O:4][C:5](=[O:12])[CH2:6][NH:7][C:8](=[O:11])[CH2:9][NH:10][C:38](=[O:39])[C@H:30]([CH2:31][CH:32]1[CH2:37][CH2:36][CH2:35][CH2:34][CH2:33]1)[NH:29][C:27]([O:26][C:22]([CH3:25])([CH3:23])[CH3:24])=[O:28])[CH3:3]. (4) Given the reactants C(N(C(C)C)CC)(C)C.C1(O[C:17](=[O:27])[NH:18][C:19]2[CH:24]=[CH:23][C:22]([C:25]#[N:26])=[CH:21][N:20]=2)C=CC=CC=1.[C:28]([O:32][C:33](=[O:47])[NH:34][CH2:35][CH2:36][CH2:37][O:38][C:39]1[CH:44]=[CH:43][C:42]([Cl:45])=[CH:41][C:40]=1[NH2:46])([CH3:31])([CH3:30])[CH3:29].CO, predict the reaction product. The product is: [C:28]([O:32][C:33](=[O:47])[NH:34][CH2:35][CH2:36][CH2:37][O:38][C:39]1[CH:44]=[CH:43][C:42]([Cl:45])=[CH:41][C:40]=1[NH:46][C:17]([NH:18][C:19]1[CH:24]=[CH:23][C:22]([C:25]#[N:26])=[CH:21][N:20]=1)=[O:27])([CH3:31])([CH3:29])[CH3:30]. (5) Given the reactants N1C2OCC(N)C=2C=CN=1.CO[N:13]=[C:14]1[C:22]2[C:17](=[N:18][CH:19]=[CH:20][C:21]=2[O:23][CH3:24])[O:16][CH2:15]1, predict the reaction product. The product is: [CH3:24][O:23][C:21]1[CH:20]=[CH:19][N:18]=[C:17]2[O:16][CH2:15][CH:14]([NH2:13])[C:22]=12. (6) Given the reactants [CH3:1][NH:2][CH2:3][C:4]([NH:6][CH2:7][C:8]1[CH:9]=[C:10]([C:14]2[CH:19]=[CH:18][C:17]([C:20]([F:23])([F:22])[F:21])=[CH:16][CH:15]=2)[CH:11]=[CH:12][CH:13]=1)=[O:5].C(N(CC)CC)C.[F:31][C:32]1[CH:37]=[CH:36][C:35]([S:38](Cl)(=[O:40])=[O:39])=[CH:34][CH:33]=1, predict the reaction product. The product is: [F:31][C:32]1[CH:37]=[CH:36][C:35]([S:38]([N:2]([CH3:1])[CH2:3][C:4]([NH:6][CH2:7][C:8]2[CH:9]=[C:10]([C:14]3[CH:15]=[CH:16][C:17]([C:20]([F:21])([F:22])[F:23])=[CH:18][CH:19]=3)[CH:11]=[CH:12][CH:13]=2)=[O:5])(=[O:40])=[O:39])=[CH:34][CH:33]=1. (7) The product is: [NH2:24][C:17]1[CH:16]=[C:15]([N:12]2[CH2:11][CH2:10][N:9]([C:1](=[O:8])[C:2]3[CH:3]=[CH:4][CH:5]=[CH:6][CH:7]=3)[CH2:14][CH2:13]2)[CH:23]=[CH:22][C:18]=1[C:19]([OH:21])=[O:20]. Given the reactants [C:1]([N:9]1[CH2:14][CH2:13][N:12]([C:15]2[CH:23]=[CH:22][C:18]([C:19]([OH:21])=[O:20])=[C:17]([N+:24]([O-])=O)[CH:16]=2)[CH2:11][CH2:10]1)(=[O:8])[C:2]1[CH:7]=[CH:6][CH:5]=[CH:4][CH:3]=1, predict the reaction product.